This data is from Forward reaction prediction with 1.9M reactions from USPTO patents (1976-2016). The task is: Predict the product of the given reaction. (1) The product is: [CH3:1][C:2]1[N:3]([CH2:22][O:23][CH2:24][CH2:25][Si:26]([CH3:28])([CH3:27])[CH3:29])[C:4]([CH3:21])=[C:5]([C:11]2[C:20]3[C:15](=[CH:16][CH:17]=[CH:18][CH:19]=3)[CH:14]=[CH:13][CH:12]=2)[C:6]=1[CH:7]=[O:8]. Given the reactants [CH3:1][C:2]1[N:3]([CH2:22][O:23][CH2:24][CH2:25][Si:26]([CH3:29])([CH3:28])[CH3:27])[C:4]([CH3:21])=[C:5]([C:11]2[C:20]3[C:15](=[CH:16][CH:17]=[CH:18][CH:19]=3)[CH:14]=[CH:13][CH:12]=2)[C:6]=1[C:7](OC)=[O:8].[H-].C([Al+]CC(C)C)C(C)C.CO.O, predict the reaction product. (2) The product is: [O:1]1[CH:5]=[CH:4][N:3]=[C:2]1[CH:6]([C:8]1[CH:9]=[CH:10][CH:11]=[CH:12][CH:13]=1)[NH:7][C:24](=[O:25])[CH2:23][C:20]1[CH:21]=[CH:22][C:17]([CH:14]([CH3:15])[CH3:16])=[CH:18][CH:19]=1. Given the reactants [O:1]1[CH:5]=[CH:4][N:3]=[C:2]1[CH:6]([C:8]1[CH:13]=[CH:12][CH:11]=[CH:10][CH:9]=1)[NH2:7].[CH:14]([C:17]1[CH:22]=[CH:21][C:20]([CH2:23][C:24](O)=[O:25])=[CH:19][CH:18]=1)([CH3:16])[CH3:15].C1C=NC2N(O)N=NC=2C=1.C(Cl)CCl, predict the reaction product. (3) Given the reactants [F:1][C:2]1[CH:3]=[C:4]([CH:7]=[CH:8][C:9]=1B1OC(C)(C)C(C)(C)O1)[C:5]#[N:6].Br[C:20]1[CH:21]=[C:22]([CH:26]([CH:33]2[CH2:35][CH2:34]2)[NH:27][S:28]([CH2:31][CH3:32])(=[O:30])=[O:29])[CH:23]=[N:24][CH:25]=1.C([O-])([O-])=O.[Na+].[Na+], predict the reaction product. The product is: [C:5]([C:4]1[CH:7]=[CH:8][C:9]([C:20]2[CH:21]=[C:22]([CH:26]([CH:33]3[CH2:35][CH2:34]3)[NH:27][S:28]([CH2:31][CH3:32])(=[O:29])=[O:30])[CH:23]=[N:24][CH:25]=2)=[C:2]([F:1])[CH:3]=1)#[N:6]. (4) Given the reactants [CH:1]1([NH2:5])[CH2:4][CH2:3][CH2:2]1.[CH3:6][O:7][C:8](=[O:20])[C:9]1[CH:14]=[C:13]([S:15]([CH3:18])(=[O:17])=[O:16])[N:12]=[C:11](Cl)[CH:10]=1.C1(P(C2C=CC=CC=2)C2C=CC3C(=CC=CC=3)C=2C2C3C(=CC=CC=3)C=CC=2P(C2C=CC=CC=2)C2C=CC=CC=2)C=CC=CC=1.C(=O)([O-])[O-].[Cs+].[Cs+], predict the reaction product. The product is: [CH3:6][O:7][C:8](=[O:20])[C:9]1[CH:14]=[C:13]([S:15]([CH3:18])(=[O:17])=[O:16])[N:12]=[C:11]([NH:5][CH:1]2[CH2:4][CH2:3][CH2:2]2)[CH:10]=1. (5) Given the reactants [F:1][C:2]([F:28])([F:27])[C:3]1[CH:7]=[C:6]([C:8]([F:11])([F:10])[F:9])[N:5]([C:12]2[C:13]([Cl:26])=[N:14][C:15]3[N:16]([N:19]=[CH:20][C:21]=3[C:22]([O:24][CH3:25])=[O:23])[C:17]=2Cl)[N:4]=1.[F:29][C:30]([F:34])([F:33])[CH2:31][NH2:32].C(=O)([O-])[O-].[K+].[K+].Cl, predict the reaction product. The product is: [F:1][C:2]([F:28])([F:27])[C:3]1[CH:7]=[C:6]([C:8]([F:9])([F:10])[F:11])[N:5]([C:12]2[C:13]([Cl:26])=[N:14][C:15]3[N:16]([N:19]=[CH:20][C:21]=3[C:22]([O:24][CH3:25])=[O:23])[C:17]=2[NH:32][CH2:31][C:30]([F:34])([F:33])[F:29])[N:4]=1. (6) Given the reactants [OH-:1].[Na+].[OH2:3].[NH2:4][C:5]1[N:10]=[CH:9][N:8]=[C:7]2[N:11]([CH:15]([C:17]3[C:18]([O:33][CH3:34])=[C:19]([C:25]4[CH:30]=[CH:29][N:28]=[C:27]([C:31]#N)[CH:26]=4)[C:20]([CH3:24])=[C:21]([Cl:23])[CH:22]=3)[CH3:16])[N:12]=[C:13]([CH3:14])[C:6]=12.Cl, predict the reaction product. The product is: [NH2:4][C:5]1[N:10]=[CH:9][N:8]=[C:7]2[N:11]([CH:15]([C:17]3[C:18]([O:33][CH3:34])=[C:19]([C:25]4[CH:30]=[CH:29][N:28]=[C:27]([C:31]([OH:3])=[O:1])[CH:26]=4)[C:20]([CH3:24])=[C:21]([Cl:23])[CH:22]=3)[CH3:16])[N:12]=[C:13]([CH3:14])[C:6]=12. (7) Given the reactants [CH3:1][O:2][C:3]1[CH:4]=[C:5]([CH2:9][CH2:10][NH2:11])[CH:6]=[CH:7][CH:8]=1.O.[CH:13](O)=[O:14], predict the reaction product. The product is: [CH3:1][O:2][C:3]1[CH:4]=[C:5]([CH2:9][CH2:10][NH:11][CH:13]=[O:14])[CH:6]=[CH:7][CH:8]=1. (8) The product is: [Br:30][C:31]1[CH:40]=[CH:39][C:38]2[N:37]=[C:36]([Cl:18])[C:35]3=[N:42][N:43]([CH2:45][C:46]4[CH:51]=[CH:50][C:49]([O:52][CH3:53])=[CH:48][CH:47]=4)[CH:44]=[C:34]3[C:33]=2[CH:32]=1. Given the reactants C(OC(=O)C(C1C2C(=CC=C(Br)C=2)NC=1)=O)C.[ClH:18].CON(CC1C=CC=CC=1)N.[Br:30][C:31]1[CH:40]=[CH:39][C:38]2[NH:37][C:36](=O)[C:35]3=[N:42][N:43]([CH2:45][C:46]4[CH:51]=[CH:50][C:49]([O:52][CH3:53])=[CH:48][CH:47]=4)[CH:44]=[C:34]3[C:33]=2[CH:32]=1, predict the reaction product.